From a dataset of Forward reaction prediction with 1.9M reactions from USPTO patents (1976-2016). Predict the product of the given reaction. (1) Given the reactants CC([N:5]([CH2:9][CH:10]([N:18]([OH:32])[C:19]([C:21]1[S:22][CH:23]=[C:24]([C:26]2[N:30]([CH3:31])[N:29]=[CH:28][CH:27]=2)[CH:25]=1)=[O:20])[CH2:11][C:12]1[CH:17]=[CH:16][CH:15]=[CH:14][CH:13]=1)C(=O)[O-])(C)C.[C:33]([OH:39])([C:35]([F:38])([F:37])[F:36])=[O:34], predict the reaction product. The product is: [C:33]([OH:39])([C:35]([F:38])([F:37])[F:36])=[O:34].[NH2:5][CH2:9][CH:10]([N:18]([OH:32])[C:19]([C:21]1[S:22][CH:23]=[C:24]([C:26]2[N:30]([CH3:31])[N:29]=[CH:28][CH:27]=2)[CH:25]=1)=[O:20])[CH2:11][C:12]1[CH:13]=[CH:14][CH:15]=[CH:16][CH:17]=1. (2) Given the reactants [OH:1][C:2]1([C:15]([OH:17])=[O:16])[C:14]2[CH:13]=[CH:12][CH:11]=[CH:10][C:9]=2[C:8]2[C:3]1=[CH:4][CH:5]=[CH:6][CH:7]=2.S(=O)(=O)(O)O.[C:23](=O)([O-])O.[Na+], predict the reaction product. The product is: [CH3:23][O:16][C:15]([C:2]1([OH:1])[C:3]2[CH:4]=[CH:5][CH:6]=[CH:7][C:8]=2[C:9]2[C:14]1=[CH:13][CH:12]=[CH:11][CH:10]=2)=[O:17]. (3) Given the reactants [Cl:1][C:2]1[C:3]2[CH:10]=[CH:9][NH:8][C:4]=2[N:5]=[CH:6][N:7]=1.[H-].[Na+].[C:13]1([S:19](Cl)(=[O:21])=[O:20])[CH:18]=[CH:17][CH:16]=[CH:15][CH:14]=1.[NH4+].[Cl-], predict the reaction product. The product is: [Cl:1][C:2]1[C:3]2[CH:10]=[CH:9][N:8]([S:19]([C:13]3[CH:18]=[CH:17][CH:16]=[CH:15][CH:14]=3)(=[O:21])=[O:20])[C:4]=2[N:5]=[CH:6][N:7]=1. (4) Given the reactants [Cl:1][C:2]1[CH:3]=[C:4]([C:9]2([C:22]([F:25])([F:24])[F:23])[O:13][N:12]=[C:11]([C:14]3[CH:15]=[CH:16][C:17]([Cl:21])=[C:18]([CH:20]=3)[NH2:19])[CH2:10]2)[CH:5]=[C:6]([Cl:8])[CH:7]=1.[N:26]([O-])=O.[Na+].[Sn](Cl)Cl.[OH-].[Na+], predict the reaction product. The product is: [Cl:1][C:2]1[CH:3]=[C:4]([C:9]2([C:22]([F:24])([F:23])[F:25])[O:13][N:12]=[C:11]([C:14]3[CH:15]=[CH:16][C:17]([Cl:21])=[C:18]([NH:19][NH2:26])[CH:20]=3)[CH2:10]2)[CH:5]=[C:6]([Cl:8])[CH:7]=1. (5) Given the reactants [Cl:1][C:2]1[CH:3]=[C:4]([C:12]2[S:16][C:15]([C:17]3[C:18]([CH2:32][CH3:33])=[C:19]([CH2:23][N:24]4[CH2:27][CH:26]([C:28]([O:30]C)=[O:29])[CH2:25]4)[CH:20]=[CH:21][CH:22]=3)=[N:14][N:13]=2)[CH:5]=[CH:6][C:7]=1[O:8][CH:9]([CH3:11])[CH3:10].[OH-].[Na+].Cl, predict the reaction product. The product is: [Cl:1][C:2]1[CH:3]=[C:4]([C:12]2[S:16][C:15]([C:17]3[C:18]([CH2:32][CH3:33])=[C:19]([CH2:23][N:24]4[CH2:25][CH:26]([C:28]([OH:30])=[O:29])[CH2:27]4)[CH:20]=[CH:21][CH:22]=3)=[N:14][N:13]=2)[CH:5]=[CH:6][C:7]=1[O:8][CH:9]([CH3:11])[CH3:10]. (6) Given the reactants [Br:1][C:2]1[C:3]([C:12]([F:15])([F:14])[F:13])=[C:4]2[C:8](=[CH:9][CH:10]=1)[NH:7][C:6]([CH3:11])=[CH:5]2.Br[CH2:17][CH:18]1[CH2:20][CH2:19]1, predict the reaction product. The product is: [Br:1][C:2]1[C:3]([C:12]([F:13])([F:15])[F:14])=[C:4]2[C:8](=[CH:9][CH:10]=1)[N:7]([CH2:17][CH:18]1[CH2:20][CH2:19]1)[C:6]([CH3:11])=[CH:5]2.